This data is from Forward reaction prediction with 1.9M reactions from USPTO patents (1976-2016). The task is: Predict the product of the given reaction. (1) Given the reactants [Br:1][C:2]1[C:3]([O:21][CH3:22])=[C:4]([C:10]([CH2:13][S:14][C:15]2[CH:20]=[CH:19][CH:18]=[CH:17][CH:16]=2)=[CH:11][CH:12]=1)[C:5]([O:7][CH2:8]C)=[O:6].BrC1C(OC)=C(C(CBr)=CC=1)C(OC)=O.[F:38]C1C=C(S)C=CC=1, predict the reaction product. The product is: [Br:1][C:2]1[C:3]([O:21][CH3:22])=[C:4]([C:10]([CH2:13][S:14][C:15]2[CH:20]=[CH:19][CH:18]=[C:17]([F:38])[CH:16]=2)=[CH:11][CH:12]=1)[C:5]([O:7][CH3:8])=[O:6]. (2) Given the reactants [NH2:1][C:2]1[S:3][C:4]([I:14])=[C:5]([C:7]([F:13])([F:12])[C:8]([F:11])([F:10])[F:9])[N:6]=1.[F:15][C:16]([F:31])([F:30])[C:17]1[CH:18]=[C:19]([CH:23]=[C:24]([C:26]([F:29])([F:28])[F:27])[CH:25]=1)[C:20](Cl)=[O:21].Cl, predict the reaction product. The product is: [I:14][C:4]1[S:3][C:2]([NH:1][C:20](=[O:21])[C:19]2[CH:23]=[C:24]([C:26]([F:27])([F:28])[F:29])[CH:25]=[C:17]([C:16]([F:15])([F:30])[F:31])[CH:18]=2)=[N:6][C:5]=1[C:7]([F:13])([F:12])[C:8]([F:9])([F:10])[F:11]. (3) Given the reactants [N+](=C)=[N-].N(N(C)[C:7](N)=O)=O.[OH-].[K+].[CH3:13][O:14][C:15](=[O:26])[C:16]1[CH:21]=[CH:20][C:19]([C:22]([CH3:24])=[CH2:23])=[CH:18][C:17]=1[CH3:25].CC=CC1C=CC=CC=1.COC(=O)C1C=CC=CC=1C, predict the reaction product. The product is: [CH3:13][O:14][C:15](=[O:26])[C:16]1[CH:21]=[CH:20][C:19]([C:22]2([CH3:7])[CH2:24][CH2:23]2)=[CH:18][C:17]=1[CH3:25]. (4) Given the reactants Cl[C:2]1[N:10]=[CH:9][N:8]=[C:7]2[C:3]=1[N:4]=[CH:5][NH:6]2.[NH2:11][CH:12]1[CH2:17][CH2:16][CH2:15][CH:14]([NH:18][C:19](=[O:30])[C:20]2[CH:25]=[CH:24][C:23]([C:26]([CH3:29])([CH3:28])[CH3:27])=[CH:22][CH:21]=2)[CH2:13]1.C(N(C(C)C)CC)(C)C, predict the reaction product. The product is: [C:26]([C:23]1[CH:24]=[CH:25][C:20]([C:19]([NH:18][CH:14]2[CH2:15][CH2:16][CH2:17][CH:12]([NH:11][C:2]3[N:10]=[CH:9][N:8]=[C:7]4[C:3]=3[NH:4][CH:5]=[N:6]4)[CH2:13]2)=[O:30])=[CH:21][CH:22]=1)([CH3:29])([CH3:27])[CH3:28]. (5) Given the reactants I[C:2]1[CH:14]=[CH:13][C:5]([C:6]([N:8]([CH2:11][CH3:12])[CH2:9][CH3:10])=[O:7])=[CH:4][CH:3]=1.[Li]CCCC.[C:20]([C:24]1[CH:25]=[C:26]([CH:29]=[CH:30][CH:31]=1)[CH:27]=[O:28])([O:22][CH3:23])=[O:21].[NH4+].[Cl-], predict the reaction product. The product is: [CH2:9]([N:8]([CH2:11][CH3:12])[C:6]([C:5]1[CH:13]=[CH:14][C:2]([CH:27]([OH:28])[C:26]2[CH:25]=[C:24]([CH:31]=[CH:30][CH:29]=2)[C:20]([O:22][CH3:23])=[O:21])=[CH:3][CH:4]=1)=[O:7])[CH3:10]. (6) Given the reactants [N+:1]([C:4]1[C:9]2[N:10]=[N:11][S:12][C:8]=2[CH:7]=[CH:6][CH:5]=1)([O-])=O.C(O)(=O)C, predict the reaction product. The product is: [NH2:1][C:4]1[C:9]2[N:10]=[N:11][S:12][C:8]=2[CH:7]=[CH:6][CH:5]=1. (7) Given the reactants C([O:3][C:4](=[O:44])[CH2:5][C:6]1[CH:7]=[C:8]([C:14]2[CH:19]=[CH:18][C:17]([NH:20][C:21](=[O:29])[C:22]3[CH:27]=[CH:26][C:25]([Cl:28])=[CH:24][CH:23]=3)=[CH:16][C:15]=2[CH2:30][N:31]([C:34]([O:36][CH2:37][C:38]2[CH:43]=[CH:42][CH:41]=[CH:40][CH:39]=2)=[O:35])[CH2:32][CH3:33])[C:9]([O:12][CH3:13])=[CH:10][CH:11]=1)C.[OH-].[Li+], predict the reaction product. The product is: [CH2:37]([O:36][C:34]([N:31]([CH2:30][C:15]1[CH:16]=[C:17]([NH:20][C:21](=[O:29])[C:22]2[CH:27]=[CH:26][C:25]([Cl:28])=[CH:24][CH:23]=2)[CH:18]=[CH:19][C:14]=1[C:8]1[C:9]([O:12][CH3:13])=[CH:10][CH:11]=[C:6]([CH2:5][C:4]([OH:44])=[O:3])[CH:7]=1)[CH2:32][CH3:33])=[O:35])[C:38]1[CH:39]=[CH:40][CH:41]=[CH:42][CH:43]=1.